This data is from Catalyst prediction with 721,799 reactions and 888 catalyst types from USPTO. The task is: Predict which catalyst facilitates the given reaction. Reactant: O[CH2:2][C:3]1[CH:8]=[CH:7][C:6]([CH2:9][CH:10]([NH:12][C:13]2[N:18]=[C:17]([N:19]3[CH2:24][CH2:23][C:22](=[O:25])[N:21]4[CH2:26][CH:27]=[C:28]([C:30]5[CH:35]=[CH:34][CH:33]=[CH:32][CH:31]=5)[N:29]=[C:20]34)[CH:16]=[CH:15][N:14]=2)[CH3:11])=[CH:5][CH:4]=1.N12CCCN=C1CCCCC2.C1(P([N:61]=[N+:62]=[N-:63])(C2C=CC=CC=2)=O)C=CC=CC=1. Product: [N:61]([CH2:2][C:3]1[CH:8]=[CH:7][C:6]([CH2:9][CH:10]([NH:12][C:13]2[N:18]=[C:17]([N:19]3[CH2:24][CH2:23][C:22](=[O:25])[N:21]4[CH2:26][CH:27]=[C:28]([C:30]5[CH:35]=[CH:34][CH:33]=[CH:32][CH:31]=5)[N:29]=[C:20]34)[CH:16]=[CH:15][N:14]=2)[CH3:11])=[CH:5][CH:4]=1)=[N+:62]=[N-:63]. The catalyst class is: 7.